Dataset: Forward reaction prediction with 1.9M reactions from USPTO patents (1976-2016). Task: Predict the product of the given reaction. (1) Given the reactants Br[CH2:2][C:3]1[CH:8]=[CH:7][C:6]([CH2:9][CH2:10][N:11]2[CH:16]=[CH:15][C:14]([O:17][CH2:18][C:19]3[CH:24]=[CH:23][C:22]([Br:25])=[CH:21][N:20]=3)=[CH:13][C:12]2=[O:26])=[CH:5][CH:4]=1.[NH:27]1[CH2:31][CH2:30][CH2:29][CH2:28]1, predict the reaction product. The product is: [Br:25][C:22]1[CH:23]=[CH:24][C:19]([CH2:18][O:17][C:14]2[CH:15]=[CH:16][N:11]([CH2:10][CH2:9][C:6]3[CH:7]=[CH:8][C:3]([CH2:2][N:27]4[CH2:31][CH2:30][CH2:29][CH2:28]4)=[CH:4][CH:5]=3)[C:12](=[O:26])[CH:13]=2)=[N:20][CH:21]=1. (2) Given the reactants C[O:2][C:3]([C:5]1[C:13]2[N:12]=[C:11]([C:14]3[C:19]([F:20])=[C:18]([F:21])[C:17]([C:22]4[CH:27]=[CH:26][C:25]([CH2:28][N:29]5[CH2:34][CH2:33][CH2:32][CH2:31][CH2:30]5)=[CH:24][CH:23]=4)=[C:16]([F:35])[C:15]=3[F:36])[NH:10][C:9]=2[CH:8]=[C:7]([CH3:37])[CH:6]=1)=[O:4].[OH-].[Na+], predict the reaction product. The product is: [CH3:37][C:7]1[CH:6]=[C:5]([C:3]([OH:4])=[O:2])[C:13]2[N:12]=[C:11]([C:14]3[C:15]([F:36])=[C:16]([F:35])[C:17]([C:22]4[CH:27]=[CH:26][C:25]([CH2:28][N:29]5[CH2:30][CH2:31][CH2:32][CH2:33][CH2:34]5)=[CH:24][CH:23]=4)=[C:18]([F:21])[C:19]=3[F:20])[NH:10][C:9]=2[CH:8]=1. (3) Given the reactants [Cl:1][C:2]1[CH:3]=[C:4]([CH:18]=[CH:19][C:20]=1[Cl:21])[CH2:5][N:6]1[C:14]2[C:9](=[CH:10][CH:11]=[CH:12][CH:13]=2)[CH:8]=[C:7]1[C:15]([OH:17])=O.[C:22]1([S:28]([NH2:31])(=[O:30])=[O:29])[CH:27]=[CH:26][CH:25]=[CH:24][CH:23]=1.CN(C1C=CC=CN=1)C.Cl, predict the reaction product. The product is: [Cl:1][C:2]1[CH:3]=[C:4]([CH:18]=[CH:19][C:20]=1[Cl:21])[CH2:5][N:6]1[C:14]2[C:9](=[CH:10][CH:11]=[CH:12][CH:13]=2)[CH:8]=[C:7]1[C:15]([NH:31][S:28]([C:22]1[CH:27]=[CH:26][CH:25]=[CH:24][CH:23]=1)(=[O:30])=[O:29])=[O:17]. (4) Given the reactants C(OC(=O)[NH:10][C:11]([C:13]1[CH:18]=[CH:17][C:16]([CH2:19][NH:20][C:21](=[O:35])[CH:22]([C:26]2[C:31]([F:32])=[CH:30][CH:29]=[C:28]([OH:33])[C:27]=2[F:34])[O:23][CH2:24][CH3:25])=[CH:15][CH:14]=1)=[NH:12])C1C=CC=CC=1.[ClH:37], predict the reaction product. The product is: [ClH:37].[C:11]([C:13]1[CH:14]=[CH:15][C:16]([CH2:19][NH:20][C:21](=[O:35])[CH:22]([C:26]2[C:31]([F:32])=[CH:30][CH:29]=[C:28]([OH:33])[C:27]=2[F:34])[O:23][CH2:24][CH3:25])=[CH:17][CH:18]=1)(=[NH:10])[NH2:12].